The task is: Regression. Given two drug SMILES strings and cell line genomic features, predict the synergy score measuring deviation from expected non-interaction effect.. This data is from NCI-60 drug combinations with 297,098 pairs across 59 cell lines. (1) Drug 1: C1=CC(=CC=C1CCCC(=O)O)N(CCCl)CCCl. Drug 2: C1=CC=C(C(=C1)C(C2=CC=C(C=C2)Cl)C(Cl)Cl)Cl. Cell line: SK-MEL-28. Synergy scores: CSS=12.6, Synergy_ZIP=-5.03, Synergy_Bliss=-3.79, Synergy_Loewe=-7.06, Synergy_HSA=-3.82. (2) Drug 1: C1=CC(=CC=C1CCC2=CNC3=C2C(=O)NC(=N3)N)C(=O)NC(CCC(=O)O)C(=O)O. Drug 2: CC1C(C(CC(O1)OC2CC(OC(C2O)C)OC3=CC4=CC5=C(C(=O)C(C(C5)C(C(=O)C(C(C)O)O)OC)OC6CC(C(C(O6)C)O)OC7CC(C(C(O7)C)O)OC8CC(C(C(O8)C)O)(C)O)C(=C4C(=C3C)O)O)O)O. Cell line: HOP-92. Synergy scores: CSS=7.40, Synergy_ZIP=-3.83, Synergy_Bliss=-3.79, Synergy_Loewe=-2.21, Synergy_HSA=-2.29. (3) Drug 1: CC1=C2C(C(=O)C3(C(CC4C(C3C(C(C2(C)C)(CC1OC(=O)C(C(C5=CC=CC=C5)NC(=O)OC(C)(C)C)O)O)OC(=O)C6=CC=CC=C6)(CO4)OC(=O)C)OC)C)OC. Drug 2: CC(C)CN1C=NC2=C1C3=CC=CC=C3N=C2N. Cell line: HCT116. Synergy scores: CSS=24.0, Synergy_ZIP=0.498, Synergy_Bliss=-6.40, Synergy_Loewe=-39.2, Synergy_HSA=-6.70. (4) Drug 1: CS(=O)(=O)C1=CC(=C(C=C1)C(=O)NC2=CC(=C(C=C2)Cl)C3=CC=CC=N3)Cl. Drug 2: C1C(C(OC1N2C=NC(=NC2=O)N)CO)O. Cell line: BT-549. Synergy scores: CSS=17.4, Synergy_ZIP=-1.64, Synergy_Bliss=1.80, Synergy_Loewe=-14.0, Synergy_HSA=2.03. (5) Drug 1: CC1=C(C(=O)C2=C(C1=O)N3CC4C(C3(C2COC(=O)N)OC)N4)N. Drug 2: CC1C(C(CC(O1)OC2CC(CC3=C2C(=C4C(=C3O)C(=O)C5=C(C4=O)C(=CC=C5)OC)O)(C(=O)CO)O)N)O.Cl. Cell line: BT-549. Synergy scores: CSS=45.6, Synergy_ZIP=-2.53, Synergy_Bliss=-1.10, Synergy_Loewe=-11.1, Synergy_HSA=0.388. (6) Drug 1: CN(CC1=CN=C2C(=N1)C(=NC(=N2)N)N)C3=CC=C(C=C3)C(=O)NC(CCC(=O)O)C(=O)O. Drug 2: CC12CCC3C(C1CCC2OP(=O)(O)O)CCC4=C3C=CC(=C4)OC(=O)N(CCCl)CCCl.[Na+]. Cell line: SF-539. Synergy scores: CSS=17.5, Synergy_ZIP=-8.53, Synergy_Bliss=-11.2, Synergy_Loewe=-16.2, Synergy_HSA=-9.46. (7) Drug 1: CC(C)(C#N)C1=CC(=CC(=C1)CN2C=NC=N2)C(C)(C)C#N. Drug 2: CC(C)NC(=O)C1=CC=C(C=C1)CNNC.Cl. Cell line: LOX IMVI. Synergy scores: CSS=9.84, Synergy_ZIP=-2.32, Synergy_Bliss=-2.34, Synergy_Loewe=-45.2, Synergy_HSA=-0.231. (8) Drug 1: CC1C(C(CC(O1)OC2CC(CC3=C2C(=C4C(=C3O)C(=O)C5=C(C4=O)C(=CC=C5)OC)O)(C(=O)C)O)N)O.Cl. Drug 2: C1=NNC2=C1C(=O)NC=N2. Cell line: MDA-MB-435. Synergy scores: CSS=1.10, Synergy_ZIP=-1.05, Synergy_Bliss=-2.38, Synergy_Loewe=-11.9, Synergy_HSA=-5.94. (9) Drug 1: CC1=CC2C(CCC3(C2CCC3(C(=O)C)OC(=O)C)C)C4(C1=CC(=O)CC4)C. Drug 2: CCC1(C2=C(COC1=O)C(=O)N3CC4=CC5=C(C=CC(=C5CN(C)C)O)N=C4C3=C2)O.Cl. Cell line: SK-OV-3. Synergy scores: CSS=4.08, Synergy_ZIP=-4.83, Synergy_Bliss=-1.94, Synergy_Loewe=-5.85, Synergy_HSA=-1.80. (10) Drug 1: CN(CCCl)CCCl.Cl. Drug 2: CCC1(C2=C(COC1=O)C(=O)N3CC4=CC5=C(C=CC(=C5CN(C)C)O)N=C4C3=C2)O.Cl. Cell line: HL-60(TB). Synergy scores: CSS=98.4, Synergy_ZIP=2.04, Synergy_Bliss=3.04, Synergy_Loewe=2.85, Synergy_HSA=4.79.